From a dataset of Full USPTO retrosynthesis dataset with 1.9M reactions from patents (1976-2016). Predict the reactants needed to synthesize the given product. (1) Given the product [F:23][CH:2]([F:1])[O:3][C:4]1[C:5]([O:22][CH2:31][C:32]2([CH2:36][OH:37])[CH2:35][O:34][CH2:33]2)=[C:6]([C:12]2[CH:13]=[C:14]3[C:18](=[CH:19][CH:20]=2)[C:17](=[O:21])[O:16][CH2:15]3)[CH:7]=[CH:8][C:9]=1[O:10][CH3:11], predict the reactants needed to synthesize it. The reactants are: [F:1][CH:2]([F:23])[O:3][C:4]1[C:5]([OH:22])=[C:6]([C:12]2[CH:13]=[C:14]3[C:18](=[CH:19][CH:20]=2)[C:17](=[O:21])[O:16][CH2:15]3)[CH:7]=[CH:8][C:9]=1[O:10][CH3:11].C(=O)([O-])[O-].[K+].[K+].Br[CH2:31][C:32]1([CH2:36][OH:37])[CH2:35][O:34][CH2:33]1. (2) Given the product [I:9][C:10]1[CH:15]=[C:14]([Br:16])[CH:13]=[CH:12][C:11]=1[CH2:17][Br:1], predict the reactants needed to synthesize it. The reactants are: [Br:1]N1C(=O)CCC1=O.[I:9][C:10]1[CH:15]=[C:14]([Br:16])[CH:13]=[CH:12][C:11]=1[CH3:17]. (3) Given the product [OH:27][NH:26][C:23](=[O:24])/[CH:22]=[CH:21]/[C:18]1[CH:19]=[CH:20][N:16]([S:13]([C:11]2[S:12][C:8]([C:3]3[CH:4]=[CH:5][CH:6]=[CH:7][N:2]=3)=[CH:9][CH:10]=2)(=[O:15])=[O:14])[CH:17]=1, predict the reactants needed to synthesize it. The reactants are: Cl.[N:2]1[CH:7]=[CH:6][CH:5]=[CH:4][C:3]=1[C:8]1[S:12][C:11]([S:13]([N:16]2[CH:20]=[CH:19][C:18](/[CH:21]=[CH:22]/[C:23](Cl)=[O:24])=[CH:17]2)(=[O:15])=[O:14])=[CH:10][CH:9]=1.[NH2:26][OH:27]. (4) The reactants are: [OH:1][CH:2]1[CH2:5][CH:4]([C:6]2[O:10][N:9]=[C:8]([C:11]3[CH:12]=[CH:13][C:14]([CH3:29])=[C:15]([NH:17][C:18]([C:20]4[N:24]5[CH:25]=[CH:26][CH:27]=[CH:28][C:23]5=[N:22][CH:21]=4)=[O:19])[CH:16]=3)[N:7]=2)[CH2:3]1.CCN(C(C)C)C(C)C.[CH3:39][S:40](Cl)(=[O:42])=[O:41]. Given the product [CH3:39][S:40]([O:1][CH:2]1[CH2:5][CH:4]([C:6]2[O:10][N:9]=[C:8]([C:11]3[CH:12]=[CH:13][C:14]([CH3:29])=[C:15]([NH:17][C:18]([C:20]4[N:24]5[CH:25]=[CH:26][CH:27]=[CH:28][C:23]5=[N:22][CH:21]=4)=[O:19])[CH:16]=3)[N:7]=2)[CH2:3]1)(=[O:42])=[O:41], predict the reactants needed to synthesize it. (5) Given the product [CH3:26][O:25][C:24]1[CH:23]=[C:22]2[C:17]([CH2:18][CH2:19][CH2:20][CH2:21]2)=[CH:16][C:15]=1[NH:14][C:2]([NH2:3])=[S:1], predict the reactants needed to synthesize it. The reactants are: [S-:1][C:2]#[N:3].[NH4+].C(Cl)(=O)C1C=CC=CC=1.[NH2:14][C:15]1[CH:16]=[C:17]2[C:22](=[CH:23][C:24]=1[O:25][CH3:26])[CH2:21][CH2:20][CH2:19][CH2:18]2.[OH-].[NH4+]. (6) Given the product [Na:30].[CH3:29][C:12]1[C:13]([CH2:17][S:18]([C:20]2[NH:21][C:22]3[CH:28]=[CH:27][CH:26]=[CH:25][C:23]=3[N:24]=2)=[O:19])=[N:14][CH:15]=[CH:16][C:11]=1[O:10][CH2:9][C:61]1([CH3:60])[O:66][CH2:65][CH2:64][CH2:63][O:62]1, predict the reactants needed to synthesize it. The reactants are: COC1OCC([CH2:9][O:10][C:11]2[CH:16]=[CH:15][N:14]=[C:13]([CH2:17][S:18]([C:20]3[NH:24][C:23]4[CH:25]=[CH:26][CH:27]=[CH:28][C:22]=4[N:21]=3)=[O:19])[C:12]=2[CH3:29])CO1.[Na:30].COC1OCC(COC2C=CN=C(CS(C3NC4C=CC=CC=4N=3)=O)C=2C)CO1.[CH3:60][C:61]1(CO)[O:66][CH2:65][CH2:64][CH2:63][O:62]1.